From a dataset of Reaction yield outcomes from USPTO patents with 853,638 reactions. Predict the reaction yield, written as a fraction of the theoretical maximum amount of product (1.0 means a 100% yield; for example, 0.34 means a 34% yield). (1) The reactants are CC(OI1(OC(C)=O)(OC(C)=O)OC(=O)C2C=CC=CC1=2)=O.[C:23]([O:27][C:28]([N:30]1[CH2:34][CH2:33][CH2:32][C:31]1([CH2:36][OH:37])[CH3:35])=[O:29])([CH3:26])([CH3:25])[CH3:24]. The catalyst is C(Cl)Cl. The product is [C:23]([O:27][C:28]([N:30]1[CH2:34][CH2:33][CH2:32][C:31]1([CH:36]=[O:37])[CH3:35])=[O:29])([CH3:26])([CH3:25])[CH3:24]. The yield is 0.840. (2) The reactants are [NH2:1][CH:2]([C:4]1[CH:31]=[CH:30][C:7]([C:8]([NH:10][C:11]2[C:16]([CH3:17])=[CH:15][C:14]([C:18]([F:27])([C:23]([F:26])([F:25])[F:24])[C:19]([F:22])([F:21])[F:20])=[CH:13][C:12]=2[CH2:28][CH3:29])=[O:9])=[CH:6][CH:5]=1)[CH3:3].[C:32](O)(=[O:34])[CH3:33].Cl.C(N=C=NCCCN(C)C)C.CN(C1C=CC=CN=1)C. The catalyst is C(Cl)Cl. The product is [C:32]([NH:1][CH:2]([C:4]1[CH:5]=[CH:6][C:7]([C:8]([NH:10][C:11]2[C:16]([CH3:17])=[CH:15][C:14]([C:18]([F:27])([C:19]([F:20])([F:21])[F:22])[C:23]([F:24])([F:25])[F:26])=[CH:13][C:12]=2[CH2:28][CH3:29])=[O:9])=[CH:30][CH:31]=1)[CH3:3])(=[O:34])[CH3:33]. The yield is 0.950. (3) The reactants are [NH2:1][C:2]1[C:3]([C:14]([O:16]C)=[O:15])=[N:4][C:5]([CH:8]2[CH2:13][CH2:12][CH2:11][CH2:10][CH2:9]2)=[CH:6][CH:7]=1.[Li+].[OH-].Cl. The catalyst is C1COCC1. The product is [NH2:1][C:2]1[C:3]([C:14]([OH:16])=[O:15])=[N:4][C:5]([CH:8]2[CH2:13][CH2:12][CH2:11][CH2:10][CH2:9]2)=[CH:6][CH:7]=1. The yield is 0.180. (4) The reactants are [CH:1]1([CH2:6][C@H:7]([NH:11][C:12](=[O:18])[O:13][C:14]([CH3:17])([CH3:16])[CH3:15])[CH2:8][NH:9][CH3:10])[CH2:5][CH2:4][CH2:3][CH2:2]1.CCN(CC)CC.[C:26](Cl)([O:28][CH2:29][C:30]1[CH:35]=[CH:34][CH:33]=[CH:32][CH:31]=1)=[O:27].O. The catalyst is C(Cl)Cl. The product is [C:14]([O:13][C:12]([NH:11][C@@H:7]([CH2:6][CH:1]1[CH2:2][CH2:3][CH2:4][CH2:5]1)[CH2:8][N:9]([CH3:10])[C:26](=[O:27])[O:28][CH2:29][C:30]1[CH:35]=[CH:34][CH:33]=[CH:32][CH:31]=1)=[O:18])([CH3:17])([CH3:15])[CH3:16]. The yield is 0.400. (5) No catalyst specified. The yield is 0.916. The product is [F:17][C:15]1[CH:14]=[CH:13][C:12]([N+:18]([O-:20])=[O:19])=[C:11]([O:9][C:4]2[CH:5]=[CH:6][CH:7]=[CH:8][C:3]=2[O:2][CH3:1])[CH:16]=1.[F:21][C:22]1[CH:28]=[CH:27][C:25]([NH:26][C:4]([NH:38][C:39]2[S:40][CH:41]=[CH:42][N:43]=2)=[O:9])=[C:24]([O:29][C:30]2[CH:35]=[CH:34][CH:33]=[CH:32][C:31]=2[O:36][CH3:37])[CH:23]=1. The reactants are [CH3:1][O:2][C:3]1[CH:8]=[CH:7][CH:6]=[CH:5][C:4]=1[OH:9].F[C:11]1[CH:16]=[C:15]([F:17])[CH:14]=[CH:13][C:12]=1[N+:18]([O-:20])=[O:19].[F:21][C:22]1[CH:28]=[CH:27][C:25]([NH2:26])=[C:24]([O:29][C:30]2[CH:35]=[CH:34][CH:33]=[CH:32][C:31]=2[O:36][CH3:37])[CH:23]=1.[NH2:38][C:39]1[S:40][CH:41]=[CH:42][N:43]=1. (6) The reactants are [Br-].[CH3:2][C:3]1[N:8]=[C:7]([Zn+])[CH:6]=[CH:5][CH:4]=1.[C:10]([O:14][C:15](=[O:31])[N:16]([C:24]1[CH:29]=[CH:28][C:27]([Cl:30])=[CH:26][CH:25]=1)[C:17]1[CH:22]=[N:21][CH:20]=[C:19](Cl)[N:18]=1)([CH3:13])([CH3:12])[CH3:11]. The catalyst is O1CCCC1.Cl[Pd](Cl)([P](C1C=CC=CC=1)(C1C=CC=CC=1)C1C=CC=CC=1)[P](C1C=CC=CC=1)(C1C=CC=CC=1)C1C=CC=CC=1. The product is [C:10]([O:14][C:15](=[O:31])[N:16]([C:24]1[CH:29]=[CH:28][C:27]([Cl:30])=[CH:26][CH:25]=1)[C:17]1[CH:22]=[N:21][CH:20]=[C:19]([C:7]2[CH:6]=[CH:5][CH:4]=[C:3]([CH3:2])[N:8]=2)[N:18]=1)([CH3:13])([CH3:12])[CH3:11]. The yield is 0.230.